Dataset: Reaction yield outcomes from USPTO patents with 853,638 reactions. Task: Predict the reaction yield, written as a fraction of the theoretical maximum amount of product (1.0 means a 100% yield; for example, 0.34 means a 34% yield). (1) The reactants are Cl[C:2]1[CH:7]=[CH:6][C:5]([NH:8][C:9]([NH:11][C:12]2[CH:17]=[CH:16][CH:15]=[C:14]([C:18]3[CH:23]=[CH:22][CH:21]=[C:20]([N:24]4[CH2:28][CH2:27][CH2:26][CH2:25]4)[N:19]=3)[CH:13]=2)=[O:10])=[CH:4][CH:3]=1.[F:29]C1C=CC=CC=1N.CCN(C(C)C)C(C)C. The catalyst is CN(C=O)C. The yield is 0.420. The product is [F:29][C:6]1[CH:7]=[CH:2][CH:3]=[CH:4][C:5]=1[NH:8][C:9]([NH:11][C:12]1[CH:17]=[CH:16][CH:15]=[C:14]([C:18]2[CH:23]=[CH:22][CH:21]=[C:20]([N:24]3[CH2:28][CH2:27][CH2:26][CH2:25]3)[N:19]=2)[CH:13]=1)=[O:10]. (2) The reactants are Br[C:2]1[C:3]([O:11][CH3:12])=[CH:4][C:5]([Cl:10])=[C:6]([CH:9]=1)[C:7]#[N:8].[CH3:13][C:14]1([CH3:30])[C:18]([CH3:20])([CH3:19])[O:17][B:16]([B:16]2[O:17][C:18]([CH3:20])([CH3:19])[C:14]([CH3:30])([CH3:13])[O:15]2)[O:15]1.CC([O-])=O.[K+]. The product is [Cl:10][C:5]1[CH:4]=[C:3]([O:11][CH3:12])[C:2]([B:16]2[O:17][C:18]([CH3:20])([CH3:19])[C:14]([CH3:30])([CH3:13])[O:15]2)=[CH:9][C:6]=1[C:7]#[N:8]. The yield is 0.244. The catalyst is O1CCOCC1.C(OCC)(=O)C. (3) The reactants are [C:1]([C:3]1[N:8]=[C:7]([CH2:9][P:10](=[O:17])([O:14][CH2:15][CH3:16])[O:11][CH2:12][CH3:13])[CH:6]=[CH:5][CH:4]=1)#[N:2].[C:18](OC)(=[O:26])[C:19]1[C:20](=[CH:22][CH:23]=[CH:24][CH:25]=1)[SH:21].C(N(CC)CC)C. The catalyst is C1(C)C=CC=CC=1. The product is [O:26]=[C:18]1[C:19]2[CH:25]=[CH:24][CH:23]=[CH:22][C:20]=2[S:21][C:1]([C:3]2[N:8]=[C:7]([CH2:9][P:10](=[O:17])([O:11][CH2:12][CH3:13])[O:14][CH2:15][CH3:16])[CH:6]=[CH:5][CH:4]=2)=[N:2]1. The yield is 0.220. (4) The reactants are [Cl:1][C:2]1[C:3]2[NH:10][CH:9]=[CH:8][C:4]=2[N:5]=[CH:6][N:7]=1.Br[CH2:12][C:13]([NH2:15])=[O:14].C(=O)([O-])[O-].[Cs+].[Cs+].CN(C)C=O. The catalyst is O. The product is [Cl:1][C:2]1[C:3]2[N:10]([CH2:12][C:13]([NH2:15])=[O:14])[CH:9]=[CH:8][C:4]=2[N:5]=[CH:6][N:7]=1. The yield is 0.860. (5) The reactants are [NH2:1][CH:2]1[CH2:7][CH2:6][N:5]([C:8]2[CH:13]=[C:12]([C:14]3[CH:19]=[CH:18][C:17]([F:20])=[CH:16][C:15]=3[CH3:21])[C:11]([N:22]([CH3:42])[C:23](=[O:41])[C:24]([C:27]3[CH:32]=[C:31]([C:33]([F:36])([F:35])[F:34])[CH:30]=[C:29]([C:37]([F:40])([F:39])[F:38])[CH:28]=3)([CH3:26])[CH3:25])=[CH:10][N:9]=2)[CH2:4][CH2:3]1.C(N(CC)C(C)C)(C)C.[C:52](Cl)(=[O:54])[CH3:53]. The catalyst is ClCCl. The product is [C:52]([NH:1][CH:2]1[CH2:7][CH2:6][N:5]([C:8]2[CH:13]=[C:12]([C:14]3[CH:19]=[CH:18][C:17]([F:20])=[CH:16][C:15]=3[CH3:21])[C:11]([N:22]([CH3:42])[C:23](=[O:41])[C:24]([C:27]3[CH:28]=[C:29]([C:37]([F:39])([F:40])[F:38])[CH:30]=[C:31]([C:33]([F:34])([F:35])[F:36])[CH:32]=3)([CH3:26])[CH3:25])=[CH:10][N:9]=2)[CH2:4][CH2:3]1)(=[O:54])[CH3:53]. The yield is 0.950. (6) The reactants are [CH3:1][C:2]1[C:3]([CH2:8][N:9]([CH2:16][C:17]2[C:22]([CH3:23])=[CH:21][CH:20]=[CH:19][N:18]=2)[CH:10]2[CH2:15][CH2:14][NH:13][CH2:12][CH2:11]2)=[N:4][CH:5]=[CH:6][CH:7]=1.[NH:24]1[CH:28]=[C:27]([C:29](O)=[O:30])[N:26]=[CH:25]1.CCN=C=NCCCN(C)C. The catalyst is CN(C=O)C.CN(C1C=CN=CC=1)C.O.[Cl-].[Na+].O. The product is [CH3:1][C:2]1[C:3]([CH2:8][N:9]([CH2:16][C:17]2[C:22]([CH3:23])=[CH:21][CH:20]=[CH:19][N:18]=2)[CH:10]2[CH2:15][CH2:14][N:13]([C:29]([C:27]3[N:26]=[CH:25][NH:24][CH:28]=3)=[O:30])[CH2:12][CH2:11]2)=[N:4][CH:5]=[CH:6][CH:7]=1. The yield is 0.300.